From a dataset of TCR-epitope binding with 47,182 pairs between 192 epitopes and 23,139 TCRs. Binary Classification. Given a T-cell receptor sequence (or CDR3 region) and an epitope sequence, predict whether binding occurs between them. (1) The epitope is FIAGLIAIV. The TCR CDR3 sequence is CASSSNRADEQFF. Result: 0 (the TCR does not bind to the epitope). (2) Result: 0 (the TCR does not bind to the epitope). The epitope is LLQTGIHVRVSQPSL. The TCR CDR3 sequence is CASRYRESYEQYF. (3) The epitope is FVDGVPFVV. The TCR CDR3 sequence is CASSGTVNSPLHF. Result: 1 (the TCR binds to the epitope). (4) The epitope is FVDGVPFVV. The TCR CDR3 sequence is CASTLGGDRSYEQYF. Result: 1 (the TCR binds to the epitope). (5) The epitope is KPLEFGATSAAL. The TCR CDR3 sequence is CASSLAGMGETQYF. Result: 1 (the TCR binds to the epitope). (6) The epitope is WICLLQFAY. Result: 0 (the TCR does not bind to the epitope). The TCR CDR3 sequence is CSVAQGNEQFF. (7) The epitope is RAKFKQLL. The TCR CDR3 sequence is CASSFPTEGLGATDTQYF. Result: 1 (the TCR binds to the epitope). (8) The epitope is IVDTVSALV. The TCR CDR3 sequence is CASSLGHVLQETQYF. Result: 0 (the TCR does not bind to the epitope). (9) The TCR CDR3 sequence is CANNCGFF. Result: 0 (the TCR does not bind to the epitope). The epitope is ALLADKFPV. (10) The epitope is FVRATATIPI. The TCR CDR3 sequence is CASSLWVPYEQYF. Result: 1 (the TCR binds to the epitope).